From a dataset of NCI-60 drug combinations with 297,098 pairs across 59 cell lines. Regression. Given two drug SMILES strings and cell line genomic features, predict the synergy score measuring deviation from expected non-interaction effect. Drug 1: CC1=C2C(C(=O)C3(C(CC4C(C3C(C(C2(C)C)(CC1OC(=O)C(C(C5=CC=CC=C5)NC(=O)OC(C)(C)C)O)O)OC(=O)C6=CC=CC=C6)(CO4)OC(=O)C)O)C)O. Drug 2: CCN(CC)CCNC(=O)C1=C(NC(=C1C)C=C2C3=C(C=CC(=C3)F)NC2=O)C. Cell line: NCI-H226. Synergy scores: CSS=4.41, Synergy_ZIP=2.98, Synergy_Bliss=3.87, Synergy_Loewe=4.74, Synergy_HSA=2.05.